From a dataset of Forward reaction prediction with 1.9M reactions from USPTO patents (1976-2016). Predict the product of the given reaction. (1) Given the reactants [F:1][C:2]([F:28])([F:27])[C:3]1[CH:8]=[CH:7][C:6]([C:9]2[C:10]([C:15]([NH:17][C:18]3[CH:19]=[C:20]([C:24]([OH:26])=O)[N:21]([CH3:23])[CH:22]=3)=[O:16])=[CH:11][CH:12]=[CH:13][CH:14]=2)=[CH:5][CH:4]=1.[CH2:29]1[C:38]2[C:33](=[CH:34][CH:35]=[CH:36][CH:37]=2)[CH2:32][CH2:31][N:30]1[C:39]1[CH:46]=[CH:45][C:42]([CH2:43][NH2:44])=[CH:41][CH:40]=1.CN(C(ON1N=NC2C=CC=CC1=2)=[N+](C)C)C.[B-](F)(F)(F)F.C(N(CC)CC)C, predict the reaction product. The product is: [CH2:29]1[C:38]2[C:33](=[CH:34][CH:35]=[CH:36][CH:37]=2)[CH2:32][CH2:31][N:30]1[C:39]1[CH:40]=[CH:41][C:42]([CH2:43][NH:44][C:24]([C:20]2[N:21]([CH3:23])[CH:22]=[C:18]([NH:17][C:15]([C:10]3[C:9]([C:6]4[CH:7]=[CH:8][C:3]([C:2]([F:1])([F:28])[F:27])=[CH:4][CH:5]=4)=[CH:14][CH:13]=[CH:12][CH:11]=3)=[O:16])[CH:19]=2)=[O:26])=[CH:45][CH:46]=1. (2) Given the reactants [C:1]1([C:7]2[NH:8][C:9]3[CH:10]=[CH:11][CH:12]=[C:13]4[C:19](=[O:20])[NH:18][CH2:17][CH2:16][C:15]=2[C:14]=34)[CH:6]=[CH:5][CH:4]=[CH:3][CH:2]=1.[C:21]1([C:21]2[CH:26]=[CH:25][CH:24]=[CH:23][CH:22]=2)[CH:26]=[CH:25][CH:24]=[C:23](B(O)O)[CH:22]=1, predict the reaction product. The product is: [C:5]1([C:21]2[CH:26]=[CH:25][CH:24]=[CH:23][CH:22]=2)[CH:4]=[CH:3][CH:2]=[C:1]([C:7]2[NH:8][C:9]3[CH:10]=[CH:11][CH:12]=[C:13]4[C:19](=[O:20])[NH:18][CH2:17][CH2:16][C:15]=2[C:14]=34)[CH:6]=1. (3) Given the reactants C(Cl)(=O)C(Cl)=O.CS(C)=O.[F:11][C:12]([F:23])([CH2:15][CH2:16][C:17]1[CH:22]=[CH:21][CH:20]=[CH:19][CH:18]=1)[CH2:13]O.C(N(CC)CC)C.Br.[NH:32]1[CH2:36][CH2:35][C@H:34]([S:37][C:38]2[CH:43]=[CH:42][C:41]([OH:44])=[CH:40][CH:39]=2)[CH2:33]1.C(O[BH-](OC(=O)C)OC(=O)C)(=O)C.[Na+], predict the reaction product. The product is: [F:11][C:12]([F:23])([CH2:15][CH2:16][C:17]1[CH:22]=[CH:21][CH:20]=[CH:19][CH:18]=1)[CH2:13][N:32]1[CH2:36][CH2:35][C@H:34]([S:37][C:38]2[CH:43]=[CH:42][C:41]([OH:44])=[CH:40][CH:39]=2)[CH2:33]1. (4) Given the reactants [Cl:1][C:2]1[CH:8]=[CH:7][C:5]([NH2:6])=[CH:4][C:3]=1[C:9]1[CH:14]=[CH:13][CH:12]=[CH:11][N:10]=1.[OH:15][CH:16]([CH3:31])[CH2:17][S:18]([CH2:21][C:22]1[CH:30]=[CH:29][C:25]([C:26](O)=[O:27])=[CH:24][CH:23]=1)(=[O:20])=[O:19], predict the reaction product. The product is: [Cl:1][C:2]1[CH:8]=[CH:7][C:5]([NH:6][C:26](=[O:27])[C:25]2[CH:29]=[CH:30][C:22]([CH2:21][S:18]([CH2:17][CH:16]([OH:15])[CH3:31])(=[O:20])=[O:19])=[CH:23][CH:24]=2)=[CH:4][C:3]=1[C:9]1[CH:14]=[CH:13][CH:12]=[CH:11][N:10]=1. (5) The product is: [N+:1]([C:4]1[CH:5]=[N:6][N:7]([CH2:9][CH2:10][C:11]([N:23]2[CH2:28][CH2:27][CH2:26][CH2:25][CH2:24]2)=[O:13])[CH:8]=1)([O-:3])=[O:2]. Given the reactants [N+:1]([C:4]1[CH:5]=[N:6][N:7]([CH2:9][CH2:10][C:11]([OH:13])=O)[CH:8]=1)([O-:3])=[O:2].C(N(C(C)C)CC)(C)C.[NH:23]1[CH2:28][CH2:27][CH2:26][CH2:25][CH2:24]1.ON1C2C=CC=CC=2N=N1.CN(C)CCCN=C=NCC.C(=O)(O)[O-].[Na+], predict the reaction product. (6) Given the reactants [F:1][C:2]1[CH:15]=[CH:14][CH:13]=[CH:12][C:3]=1[CH2:4][CH:5]1[NH:9][C:8](=[O:10])[NH:7][C:6]1=[O:11].[C:16](=[O:19])([O-])[O-].[K+].[K+], predict the reaction product. The product is: [F:1][C:2]1[CH:15]=[CH:14][CH:13]=[CH:12][C:3]=1[CH2:4][CH:5]1[NH:9][C:8](=[O:10])[N:7]([CH2:4][C:3]2[CH:12]=[CH:13][C:14]([O:19][CH3:16])=[CH:15][CH:2]=2)[C:6]1=[O:11]. (7) Given the reactants [CH3:1][O:2][C:3]1[CH:4]=[C:5]2[C:10](=[CH:11][CH:12]=1)[N:9]=[C:8]([CH3:13])[CH:7]=[CH:6]2.[Se](=O)=[O:15], predict the reaction product. The product is: [CH3:1][O:2][C:3]1[CH:4]=[C:5]2[C:10](=[CH:11][CH:12]=1)[N:9]=[C:8]([CH:13]=[O:15])[CH:7]=[CH:6]2. (8) Given the reactants [F:1][C:2]1[C:10]([C:11]([F:14])([F:13])[F:12])=[CH:9][CH:8]=[CH:7][C:3]=1[C:4](Cl)=[O:5].[CH3:15][NH:16][C:17]1[CH:18]=[N:19][CH:20]=[CH:21][C:22]=1[C:23]1[CH:28]=[CH:27][CH:26]=[CH:25][C:24]=1[CH3:29].CCN(C(C)C)C(C)C, predict the reaction product. The product is: [F:1][C:2]1[C:10]([C:11]([F:14])([F:13])[F:12])=[CH:9][CH:8]=[CH:7][C:3]=1[C:4]([N:16]([CH3:15])[C:17]1[CH:18]=[N:19][CH:20]=[CH:21][C:22]=1[C:23]1[CH:28]=[CH:27][CH:26]=[CH:25][C:24]=1[CH3:29])=[O:5].